Dataset: Forward reaction prediction with 1.9M reactions from USPTO patents (1976-2016). Task: Predict the product of the given reaction. (1) Given the reactants [C:1]1([NH:7][CH2:8][CH2:9][NH2:10])[CH:6]=[CH:5][CH:4]=[CH:3][CH:2]=1.[N:11]#[C:12][Br:13], predict the reaction product. The product is: [BrH:13].[C:1]1([N:7]2[CH2:8][CH2:9][N:10]=[C:12]2[NH2:11])[CH:6]=[CH:5][CH:4]=[CH:3][CH:2]=1. (2) Given the reactants Cl.Cl.[NH:3]1[CH2:8][CH2:7][CH:6]([NH:9][C:10]([C:12]2[CH:35]=[CH:34][C:15]3[N:16]([CH2:30][CH2:31][O:32][CH3:33])[C:17]([NH:19][C:20]4[S:21][C:22]5[CH:28]=[C:27]([Cl:29])[CH:26]=[CH:25][C:23]=5[N:24]=4)=[N:18][C:14]=3[CH:13]=2)=[O:11])[CH2:5][CH2:4]1.[O:36]1CC(O)O[CH2:38][CH:37]1O.[BH-](OC(C)=O)(OC(C)=O)OC(C)=O.[Na+], predict the reaction product. The product is: [OH:36][CH2:37][CH2:38][N:3]1[CH2:4][CH2:5][CH:6]([NH:9][C:10]([C:12]2[CH:35]=[CH:34][C:15]3[N:16]([CH2:30][CH2:31][O:32][CH3:33])[C:17]([NH:19][C:20]4[S:21][C:22]5[CH:28]=[C:27]([Cl:29])[CH:26]=[CH:25][C:23]=5[N:24]=4)=[N:18][C:14]=3[CH:13]=2)=[O:11])[CH2:7][CH2:8]1. (3) Given the reactants [CH2:1]([N:8]1[C:16](=[O:17])[CH:15]2[CH:10]([N:11](C(OC(C)(C)C)=O)[CH2:12][CH2:13][N:14]2C(OC(C)(C)C)=O)[C:9]1=[O:32])[C:2]1[CH:7]=[CH:6][CH:5]=[CH:4][CH:3]=1.Cl.[OH-].[Na+], predict the reaction product. The product is: [CH2:1]([N:8]1[C:9](=[O:32])[CH:10]2[CH:15]([NH:14][CH2:13][CH2:12][NH:11]2)[C:16]1=[O:17])[C:2]1[CH:3]=[CH:4][CH:5]=[CH:6][CH:7]=1. (4) Given the reactants [NH2:1][C:2]1[C:11]2[N:12]=[CH:13][N:14]([CH2:15][C:16]([CH3:19])([OH:18])[CH3:17])[C:10]=2[C:9]2[CH:8]=[C:7](Br)[CH:6]=[CH:5][C:4]=2[N:3]=1.[C:21]([O:25][CH3:26])(=[O:24])[CH:22]=[CH2:23], predict the reaction product. The product is: [NH2:1][C:2]1[C:11]2[N:12]=[CH:13][N:14]([CH2:15][C:16]([OH:18])([CH3:19])[CH3:17])[C:10]=2[C:9]2[CH:8]=[C:7](/[CH:23]=[CH:22]/[C:21]([O:25][CH3:26])=[O:24])[CH:6]=[CH:5][C:4]=2[N:3]=1. (5) Given the reactants [CH:1]1([C:4]([N:6]2[CH2:11][CH2:10][C:9]3[N:12]([C:20]4[CH:25]=[CH:24][CH:23]=[C:22]([C:26]#[C:27][C@:28]5([OH:35])[CH2:32][CH2:31][N:30]([CH3:33])[C:29]5=[O:34])[CH:21]=4)[N:13]=[C:14]([C:15]([O:17]CC)=O)[C:8]=3[CH2:7]2)=[O:5])[CH2:3][CH2:2]1.[NH3:36], predict the reaction product. The product is: [CH:1]1([C:4]([N:6]2[CH2:11][CH2:10][C:9]3[N:12]([C:20]4[CH:25]=[CH:24][CH:23]=[C:22]([C:26]#[C:27][C@:28]5([OH:35])[CH2:32][CH2:31][N:30]([CH3:33])[C:29]5=[O:34])[CH:21]=4)[N:13]=[C:14]([C:15]([NH2:36])=[O:17])[C:8]=3[CH2:7]2)=[O:5])[CH2:2][CH2:3]1. (6) Given the reactants [Na+].[Cl:2][C:3]1[C:4]([C:22]([NH:24][CH2:25][C:26]23[CH2:35][CH:30]4[CH2:31][CH:32]([CH2:34][CH:28]([CH2:29]4)[CH2:27]2)[CH2:33]3)=[O:23])=[C:5]2[C:10](=[CH:11][CH:12]=1)[N:9]=[C:8]([N:13]1[CH2:18][CH2:17][CH:16]([C:19]([O-])=[O:20])[CH2:15][CH2:14]1)[CH:7]=[CH:6]2.C(N(CC)CC)C.C1CN([P+](Br)(N2CCCC2)N2CCCC2)CC1.F[P-](F)(F)(F)(F)F.[NH2:67][OH:68], predict the reaction product. The product is: [Cl:2][C:3]1[CH:12]=[CH:11][C:10]2[N:9]=[C:8]([N:13]3[CH2:18][CH2:17][CH:16]([C:19]([NH:67][OH:68])=[O:20])[CH2:15][CH2:14]3)[CH:7]=[CH:6][C:5]=2[C:4]=1[C:22]([NH:24][CH2:25][C:26]12[CH2:33][CH:32]3[CH2:31][CH:30]([CH2:29][CH:28]([CH2:34]3)[CH2:27]1)[CH2:35]2)=[O:23]. (7) Given the reactants [CH2:1]([C:4]1[N:5]=[C:6]([C:11]([CH3:14])([CH3:13])[CH3:12])[O:7][C:8]=1[CH2:9][CH3:10])[CH:2]=[CH2:3].B1C2CCCC1CCC2.[OH:24]O.[OH-].[Na+], predict the reaction product. The product is: [C:11]([C:6]1[O:7][C:8]([CH2:9][CH3:10])=[C:4]([CH2:1][CH2:2][CH2:3][OH:24])[N:5]=1)([CH3:13])([CH3:12])[CH3:14]. (8) Given the reactants [F:1][C:2]1[CH:3]=[C:4]([CH:8]=[CH:9][C:10]=1[S:11]([CH3:14])(=[O:13])=[O:12])[C:5]([OH:7])=[O:6].[N+:15]([O-])([OH:17])=[O:16], predict the reaction product. The product is: [F:1][C:2]1[C:10]([S:11]([CH3:14])(=[O:13])=[O:12])=[CH:9][C:8]([N+:15]([O-:17])=[O:16])=[C:4]([CH:3]=1)[C:5]([OH:7])=[O:6]. (9) Given the reactants [O:1]=[C:2]1[CH2:6][O:5][C:4]([NH:7][C:8]2[CH:13]=[CH:12][CH:11]=[CH:10][N:9]=2)=[C:3]1[C:14]([O:16][CH2:17][CH3:18])=[O:15].[NH:19]1[C:27]2[C:22](=[CH:23][CH:24]=[CH:25][N:26]=2)[C:21]([CH:28]=O)=[CH:20]1.N1CCCCC1, predict the reaction product. The product is: [NH:19]1[C:27]2=[N:26][CH:25]=[CH:24][CH:23]=[C:22]2[C:21]([CH:28]=[C:6]2[O:5][C:4]([NH:7][C:8]3[CH:13]=[CH:12][CH:11]=[CH:10][N:9]=3)=[C:3]([C:14]([O:16][CH2:17][CH3:18])=[O:15])[C:2]2=[O:1])=[CH:20]1. (10) Given the reactants [OH:1][C@@:2]1([C:9]#[C:10][C:11]2[CH:12]=[C:13]([N:17]3[C:25]4[CH:24]=[CH:23][N:22]=[CH:21][C:20]=4[C:19]([C:26]([O:28]C)=O)=[N:18]3)[CH:14]=[CH:15][CH:16]=2)[CH2:6][CH2:5][N:4]([CH3:7])[C:3]1=[O:8].[NH3:30], predict the reaction product. The product is: [OH:1][C@@:2]1([C:9]#[C:10][C:11]2[CH:12]=[C:13]([N:17]3[C:25]4[CH:24]=[CH:23][N:22]=[CH:21][C:20]=4[C:19]([C:26]([NH2:30])=[O:28])=[N:18]3)[CH:14]=[CH:15][CH:16]=2)[CH2:6][CH2:5][N:4]([CH3:7])[C:3]1=[O:8].